Dataset: Reaction yield outcomes from USPTO patents with 853,638 reactions. Task: Predict the reaction yield, written as a fraction of the theoretical maximum amount of product (1.0 means a 100% yield; for example, 0.34 means a 34% yield). (1) The reactants are [CH3:1][O:2][C:3]([C@@H:5]1[CH2:9][O:8][CH:7]([CH:10]([CH3:12])[CH3:11])[NH:6]1)=[O:4].[CH3:13][C:14]([O:17][C:18](O[C:18]([O:17][C:14]([CH3:16])([CH3:15])[CH3:13])=[O:19])=[O:19])([CH3:16])[CH3:15]. The catalyst is O1CCCC1. The product is [CH3:1][O:2][C:3]([C@@H:5]1[CH2:9][O:8][C@H:7]([CH:10]([CH3:12])[CH3:11])[N:6]1[C:18]([O:17][C:14]([CH3:16])([CH3:15])[CH3:13])=[O:19])=[O:4]. The yield is 0.970. (2) The reactants are I[C:2]1[CH:7]=[C:6]([CH3:8])[C:5]([C:9]2[C:14]([CH3:15])=[CH:13][N:12]=[CH:11][C:10]=2[CH3:16])=[C:4]([CH3:17])[CH:3]=1.[CH:18]([C:20]1[CH:25]=[CH:24][C:23]([CH:26]([C:29]#[N:30])[C:27]#[N:28])=[CH:22][CH:21]=1)=[CH2:19].C1C=CC(P(C2C=CC=CC=2)C2C=CC=CC=2)=CC=1. The catalyst is CC([O-])=O.CC([O-])=O.[Pd+2]. The product is [CH3:16][C:10]1[CH:11]=[N:12][CH:13]=[C:14]([CH3:15])[C:9]=1[C:5]1[C:6]([CH3:8])=[CH:7][C:2]([CH:19]=[CH:18][C:20]2[CH:25]=[CH:24][C:23]([CH:26]([C:27]#[N:28])[C:29]#[N:30])=[CH:22][CH:21]=2)=[CH:3][C:4]=1[CH3:17]. The yield is 0.554. (3) The reactants are [OH:1][C:2]1[CH:3]=[C:4]2[C:9](=[CH:10][CH:11]=1)[CH:8]=[C:7]([C:12]1[CH:13]=[C:14]([C:18]([O:20][CH3:21])=[O:19])[CH:15]=[N:16][CH:17]=1)[CH:6]=[CH:5]2.C(=O)([O-])[O-].[Cs+].[Cs+].Cl[CH2:29][C:30]1[C:31]([C:38]2[C:43]([Cl:44])=[CH:42][CH:41]=[CH:40][C:39]=2[Cl:45])=[N:32][O:33][C:34]=1[CH:35]([CH3:37])[CH3:36].C(OCC)(=O)C. The catalyst is CN(C)C=O.O. The product is [Cl:44][C:43]1[CH:42]=[CH:41][CH:40]=[C:39]([Cl:45])[C:38]=1[C:31]1[C:30]([CH2:29][O:1][C:2]2[CH:3]=[C:4]3[C:9](=[CH:10][CH:11]=2)[CH:8]=[C:7]([C:12]2[CH:13]=[C:14]([C:18]([O:20][CH3:21])=[O:19])[CH:15]=[N:16][CH:17]=2)[CH:6]=[CH:5]3)=[C:34]([CH:35]([CH3:37])[CH3:36])[O:33][N:32]=1. The yield is 0.840. (4) The reactants are [CH3:1][CH:2]([CH2:26][CH2:27][CH2:28][CH:29]([CH3:36])[CH2:30][CH2:31][CH2:32][CH:33]([CH3:35])[CH3:34])[CH2:3][CH2:4][O:5][C:6]1[CH:18]=[CH:17][C:16]2[C:15]3[C:10](=[CH:11][CH:12]=[CH:13][CH:14]=3)[C:9]([C:20]3[CH:25]=[CH:24][CH:23]=[CH:22][CH:21]=3)(O)[C:8]=2[CH:7]=1.C([Br:40])(=O)C. The yield is 0.620. The product is [CH3:1][CH:2]([CH2:26][CH2:27][CH2:28][CH:29]([CH3:36])[CH2:30][CH2:31][CH2:32][CH:33]([CH3:35])[CH3:34])[CH2:3][CH2:4][O:5][C:6]1[CH:18]=[CH:17][C:16]2[C:15]3[C:10](=[CH:11][CH:12]=[CH:13][CH:14]=3)[C:9]([Br:40])([C:20]3[CH:25]=[CH:24][CH:23]=[CH:22][CH:21]=3)[C:8]=2[CH:7]=1. The catalyst is C(Cl)(Cl)Cl.